From a dataset of Catalyst prediction with 721,799 reactions and 888 catalyst types from USPTO. Predict which catalyst facilitates the given reaction. The catalyst class is: 755. Product: [CH2:1]([O:3][C:4]([C:6]1[N:7]=[C:8]([C:17]2[CH:18]=[CH:19][C:14]([C:12]#[N:13])=[CH:15][C:16]=2[F:23])[O:9][CH:10]=1)=[O:5])[CH3:2]. Reactant: [CH2:1]([O:3][C:4]([C:6]1[N:7]=[C:8](Cl)[O:9][CH:10]=1)=[O:5])[CH3:2].[C:12]([C:14]1[CH:19]=[CH:18][C:17](B(O)O)=[C:16]([F:23])[CH:15]=1)#[N:13].C([O-])([O-])=O.[Na+].[Na+].